This data is from Forward reaction prediction with 1.9M reactions from USPTO patents (1976-2016). The task is: Predict the product of the given reaction. (1) Given the reactants [CH3:1][N:2]1[C@@:6]2([CH2:14][C:13]3[C:8](=[CH:9][CH:10]=[C:11]([NH:15][C:16](=[O:26])[CH2:17][NH:18]C(=O)OC(C)(C)C)[CH:12]=3)[CH2:7]2)[C:5](=[O:27])[NH:4][C:3]1=[O:28].Cl.N, predict the reaction product. The product is: [NH2:18][CH2:17][C:16]([NH:15][C:11]1[CH:12]=[C:13]2[C:8](=[CH:9][CH:10]=1)[CH2:7][C@@:6]1([C:5](=[O:27])[NH:4][C:3](=[O:28])[N:2]1[CH3:1])[CH2:14]2)=[O:26]. (2) Given the reactants [N:1]12[CH2:8][CH2:7][CH:4]([CH2:5][CH2:6]1)[CH:3](O)[CH2:2]2.N12CCC(CC1)CC2O.[C:19]([OH:23])(=[O:22])[CH:20]=[CH2:21], predict the reaction product. The product is: [C:19]([CH2:20][CH2:21][N+:1]12[CH2:8][CH2:7][CH:4]([CH2:5][CH2:6]1)[CH2:3][CH2:2]2)([O-:23])=[O:22].